Dataset: Peptide-MHC class I binding affinity with 185,985 pairs from IEDB/IMGT. Task: Regression. Given a peptide amino acid sequence and an MHC pseudo amino acid sequence, predict their binding affinity value. This is MHC class I binding data. (1) The binding affinity (normalized) is 0.0847. The MHC is HLA-A68:02 with pseudo-sequence HLA-A68:02. The peptide sequence is IISTNTLGK. (2) The peptide sequence is GVAPGTAVLR. The MHC is HLA-A03:01 with pseudo-sequence HLA-A03:01. The binding affinity (normalized) is 0.336. (3) The peptide sequence is RQFPTRFEF. The MHC is Mamu-B52 with pseudo-sequence Mamu-B52. The binding affinity (normalized) is 0.503. (4) The peptide sequence is KMIKNLTQL. The MHC is HLA-A02:03 with pseudo-sequence HLA-A02:03. The binding affinity (normalized) is 0.872.